From a dataset of Full USPTO retrosynthesis dataset with 1.9M reactions from patents (1976-2016). Predict the reactants needed to synthesize the given product. (1) The reactants are: [Cl:1][C:2]1[C:3]2[CH:14]=[CH:13][C:12](=[O:15])[N:11]([C:16]3[C:21]([F:22])=[CH:20][CH:19]=[CH:18][C:17]=3[F:23])[C:4]=2[N:5]=[C:6](S(C)=O)[N:7]=1.[NH2:24][CH:25]([CH2:28][OH:29])[CH2:26][OH:27]. Given the product [Cl:1][C:2]1[C:3]2[CH:14]=[CH:13][C:12](=[O:15])[N:11]([C:16]3[C:21]([F:22])=[CH:20][CH:19]=[CH:18][C:17]=3[F:23])[C:4]=2[N:5]=[C:6]([NH:24][CH:25]([CH2:28][OH:29])[CH2:26][OH:27])[N:7]=1, predict the reactants needed to synthesize it. (2) Given the product [C:1]([C:5]1[N:6]=[C:7]2[CH:12]=[C:11]([C:13]([OH:15])=[O:14])[N:10]=[CH:9][N:8]2[C:19]=1[CH2:20][CH:21]1[CH2:22][CH2:23][CH2:24][CH2:25][CH2:26]1)([CH3:4])([CH3:2])[CH3:3], predict the reactants needed to synthesize it. The reactants are: [C:1]([C:5]1[N:6]=[C:7]2[CH:12]=[C:11]([C:13]([O:15]CCC)=[O:14])[N:10]=[CH:9][N:8]2[C:19]=1[CH2:20][CH:21]1[CH2:26][CH2:25][CH2:24][CH2:23][CH2:22]1)([CH3:4])([CH3:3])[CH3:2].[OH-].[Li+].Cl. (3) Given the product [ClH:5].[CH2:33]([N:19]1[CH2:20][CH2:21][N:16]([C:15]2[S:14][C:13]([NH:22][C:23](=[O:32])[C:24]3[CH:29]=[CH:28][N:27]=[C:26]([O:30][CH3:31])[CH:25]=3)=[N:12][C:11]=2[C:8]2[S:9][CH:10]=[C:6]([Cl:5])[CH:7]=2)[CH2:17][CH2:18]1)[C:34]1[CH:39]=[CH:38][CH:37]=[CH:36][CH:35]=1, predict the reactants needed to synthesize it. The reactants are: C(O)(=O)C.[Cl:5][C:6]1[CH:7]=[C:8]([C:11]2[N:12]=[C:13]([NH:22][C:23](=[O:32])[C:24]3[CH:29]=[CH:28][N:27]=[C:26]([O:30][CH3:31])[CH:25]=3)[S:14][C:15]=2[N:16]2[CH2:21][CH2:20][NH:19][CH2:18][CH2:17]2)[S:9][CH:10]=1.[CH:33](=O)[C:34]1[CH:39]=[CH:38][CH:37]=[CH:36][CH:35]=1.C(O[BH-](OC(=O)C)OC(=O)C)(=O)C.[Na+].C([O-])(O)=O.[Na+].[OH-].[Na+]. (4) Given the product [Cl:34][C:35]1[CH:36]=[C:37]([C:41]2[C:46]([O:47][CH3:48])=[CH:45][CH:44]=[C:43]([CH2:51][C:52]3[CH:53]=[CH:54][C:55]([CH:58]([NH2:59])[CH3:4])=[N:56][CH:57]=3)[C:42]=2[F:60])[CH:38]=[CH:39][CH:40]=1, predict the reactants needed to synthesize it. The reactants are: C[Mg]Br.[CH3:4][C@H]1CO[C@@]2(O[C@H]3C[C@H]4[C@@H]5CC=C6C[C@@H](O)CC[C@]6(C)[C@H]5CC[C@]4(C)[C@H]3[C@@H]2C)CC1.[Cl:34][C:35]1[CH:36]=[C:37]([C:41]2[C:46]([O:47][CH:48](F)F)=[CH:45][CH:44]=[C:43]([CH2:51][C:52]3[CH:53]=[CH:54][C:55]([C:58]#[N:59])=[N:56][CH:57]=3)[C:42]=2[F:60])[CH:38]=[CH:39][CH:40]=1.[H-].[Al+3].[Li+].[H-].[H-].[H-]. (5) Given the product [CH:40]([C:26]1[C:25]2[C:29](=[CH:30][CH:31]=[C:23]([C:2]3[CH:3]=[C:4]([NH:8][C:9](=[O:14])[C:10]([CH3:13])([CH3:12])[CH3:11])[CH:5]=[N:6][CH:7]=3)[CH:24]=2)[N:28]([CH2:32][O:33][CH2:34][CH2:35][Si:36]([CH3:39])([CH3:38])[CH3:37])[N:27]=1)=[O:41], predict the reactants needed to synthesize it. The reactants are: Br[C:2]1[CH:3]=[C:4]([NH:8][C:9](=[O:14])[C:10]([CH3:13])([CH3:12])[CH3:11])[CH:5]=[N:6][CH:7]=1.CC1(C)C(C)(C)OB([C:23]2[CH:24]=[C:25]3[C:29](=[CH:30][CH:31]=2)[N:28]([CH2:32][O:33][CH2:34][CH2:35][Si:36]([CH3:39])([CH3:38])[CH3:37])[N:27]=[C:26]3[CH:40]=[O:41])O1.C([O-])([O-])=O.[Na+].[Na+].CCOC(C)=O.